This data is from Reaction yield outcomes from USPTO patents with 853,638 reactions. The task is: Predict the reaction yield, written as a fraction of the theoretical maximum amount of product (1.0 means a 100% yield; for example, 0.34 means a 34% yield). (1) The reactants are [NH:1](C(OCC1C2C(=CC=CC=2)C2C1=CC=CC=2)=O)[CH2:2][CH2:3][C:4](O)=[O:5].C(Cl)(=O)C(Cl)=O.[CH:30]1([CH2:33][NH2:34])[CH2:32][CH2:31]1.C(N(CC)CC)C.Cl. The catalyst is ClCCl.CN(C)C=O. The product is [CH:30]1([CH2:33][NH:34][C:4](=[O:5])[CH2:3][CH2:2][NH2:1])[CH2:32][CH2:31]1. The yield is 0.570. (2) The reactants are [C:1]1(=[C:6]([N:10]2[CH:14]=[C:13]([C:15]3[C:16]4[CH:23]=[CH:22][N:21](COCC[Si](C)(C)C)[C:17]=4[N:18]=[CH:19][N:20]=3)[CH:12]=[N:11]2)[CH2:7][C:8]#[N:9])[CH2:5][CH2:4][CH2:3][CH2:2]1. The catalyst is C(Cl)Cl.C(O)(C(F)(F)F)=O. The product is [C:1]1(=[C:6]([N:10]2[CH:14]=[C:13]([C:15]3[C:16]4[CH:23]=[CH:22][NH:21][C:17]=4[N:18]=[CH:19][N:20]=3)[CH:12]=[N:11]2)[CH2:7][C:8]#[N:9])[CH2:5][CH2:4][CH2:3][CH2:2]1. The yield is 0.330. (3) The yield is 0.600. No catalyst specified. The product is [C:41]([C:31]1[CH:32]=[C:33]([CH2:39][CH3:40])[CH:34]=[C:35]2[C:30]=1[N:29]=[C:28]([C:26]([OH:27])=[O:25])[CH:37]=[C:36]2[OH:38])#[N:42]. The reactants are COC(C1C=C(O)C2C(=C(OCC3C=CC=CC=3)C=CC=2)N=1)=O.C[O:25][C:26]([C:28]1[CH:37]=[C:36]([OH:38])[C:35]2[C:30](=[C:31]([C:41]#[N:42])[CH:32]=[C:33]([CH2:39][CH3:40])[CH:34]=2)[N:29]=1)=[O:27]. (4) The reactants are [F:1][C:2]([F:15])([F:14])[S:3]([O:6]S(C(F)(F)F)(=O)=O)(=[O:5])=[O:4].[CH2:16]([O:18][C:19]([C:21]1[CH:25]=[C:24]([C:26]2[CH:31]=[CH:30][C:29](O)=[CH:28][N:27]=2)[N:23]([C:33]2[CH:34]=[N:35][C:36]([CH3:39])=[CH:37][CH:38]=2)[N:22]=1)=[O:20])[CH3:17].O.C(Cl)(Cl)Cl. The catalyst is ClCCl.N1C=CC=CC=1. The product is [CH2:16]([O:18][C:19]([C:21]1[CH:25]=[C:24]([C:26]2[CH:31]=[CH:30][C:29]([O:6][S:3]([C:2]([F:15])([F:14])[F:1])(=[O:5])=[O:4])=[CH:28][N:27]=2)[N:23]([C:33]2[CH:34]=[N:35][C:36]([CH3:39])=[CH:37][CH:38]=2)[N:22]=1)=[O:20])[CH3:17]. The yield is 0.990. (5) The reactants are C([O-])([O-])=O.[Na+].[Na+].[CH3:7][C:8]1[N:13]=[CH:12][C:11](B(O)O)=[CH:10][CH:9]=1.Cl[C:18]1[C:23]([Cl:24])=[CH:22][C:21]([CH:25]=[CH2:26])=[CH:20][N:19]=1. The catalyst is COCCOC.O.C1C=CC([P]([Pd]([P](C2C=CC=CC=2)(C2C=CC=CC=2)C2C=CC=CC=2)([P](C2C=CC=CC=2)(C2C=CC=CC=2)C2C=CC=CC=2)[P](C2C=CC=CC=2)(C2C=CC=CC=2)C2C=CC=CC=2)(C2C=CC=CC=2)C2C=CC=CC=2)=CC=1. The product is [Cl:24][C:23]1[C:18]([C:11]2[CH:12]=[N:13][C:8]([CH3:7])=[CH:9][CH:10]=2)=[N:19][CH:20]=[C:21]([CH:25]=[CH2:26])[CH:22]=1. The yield is 0.900. (6) The reactants are Cl.[C:2]([C:4]1[CH:5]=[C:6]([O:10][CH:11]2[CH2:16][CH2:15][NH:14][CH2:13][CH2:12]2)[CH:7]=[CH:8][CH:9]=1)#[N:3].C(N(C(C)C)CC)(C)C.[Cl:26][C:27]1[CH:32]=[C:31]([Cl:33])[CH:30]=[CH:29][C:28]=1[CH2:34][N:35]=[C:36]=[O:37]. The catalyst is ClCCl. The product is [Cl:26][C:27]1[CH:32]=[C:31]([Cl:33])[CH:30]=[CH:29][C:28]=1[CH2:34][NH:35][C:36]([N:14]1[CH2:15][CH2:16][CH:11]([O:10][C:6]2[CH:7]=[CH:8][CH:9]=[C:4]([C:2]#[N:3])[CH:5]=2)[CH2:12][CH2:13]1)=[O:37]. The yield is 0.856.